Regression. Given two drug SMILES strings and cell line genomic features, predict the synergy score measuring deviation from expected non-interaction effect. From a dataset of Merck oncology drug combination screen with 23,052 pairs across 39 cell lines. (1) Synergy scores: synergy=-34.9. Drug 1: CN1C(=O)C=CC2(C)C3CCC4(C)C(NC(=O)OCC(F)(F)F)CCC4C3CCC12. Drug 2: CCC1(O)CC2CN(CCc3c([nH]c4ccccc34)C(C(=O)OC)(c3cc4c(cc3OC)N(C)C3C(O)(C(=O)OC)C(OC(C)=O)C5(CC)C=CCN6CCC43C65)C2)C1. Cell line: MSTO. (2) Cell line: RPMI7951. Synergy scores: synergy=12.4. Drug 1: N#Cc1ccc(Cn2cncc2CN2CCN(c3cccc(Cl)c3)C(=O)C2)cc1. Drug 2: CCc1c2c(nc3ccc(O)cc13)-c1cc3c(c(=O)n1C2)COC(=O)C3(O)CC. (3) Drug 1: O=C(NOCC(O)CO)c1ccc(F)c(F)c1Nc1ccc(I)cc1F. Drug 2: CC1(c2nc3c(C(N)=O)cccc3[nH]2)CCCN1. Cell line: MSTO. Synergy scores: synergy=-1.41. (4) Drug 1: N.N.O=C(O)C1(C(=O)O)CCC1.[Pt]. Drug 2: N#Cc1ccc(Cn2cncc2CN2CCN(c3cccc(Cl)c3)C(=O)C2)cc1. Cell line: SKMEL30. Synergy scores: synergy=-4.10. (5) Drug 1: CC(=O)OC1C(=O)C2(C)C(O)CC3OCC3(OC(C)=O)C2C(OC(=O)c2ccccc2)C2(O)CC(OC(=O)C(O)C(NC(=O)c3ccccc3)c3ccccc3)C(C)=C1C2(C)C. Drug 2: CS(=O)(=O)CCNCc1ccc(-c2ccc3ncnc(Nc4ccc(OCc5cccc(F)c5)c(Cl)c4)c3c2)o1. Cell line: A427. Synergy scores: synergy=-7.56. (6) Drug 1: C=CCn1c(=O)c2cnc(Nc3ccc(N4CCN(C)CC4)cc3)nc2n1-c1cccc(C(C)(C)O)n1. Drug 2: CCC1(O)C(=O)OCc2c1cc1n(c2=O)Cc2cc3c(CN(C)C)c(O)ccc3nc2-1. Cell line: OV90. Synergy scores: synergy=-9.08. (7) Drug 1: CN(Cc1cnc2nc(N)nc(N)c2n1)c1ccc(C(=O)NC(CCC(=O)O)C(=O)O)cc1. Drug 2: NC1(c2ccc(-c3nc4ccn5c(=O)[nH]nc5c4cc3-c3ccccc3)cc2)CCC1. Cell line: RPMI7951. Synergy scores: synergy=-14.1.